From a dataset of Forward reaction prediction with 1.9M reactions from USPTO patents (1976-2016). Predict the product of the given reaction. (1) Given the reactants [C:1]1([C:7]2[S:8][C:9]([CH:12]=O)=[CH:10][N:11]=2)[CH:6]=[CH:5][CH:4]=[CH:3][CH:2]=1.C(O)(=O)[CH2:15][C:16]([OH:18])=[O:17].N1C=CC=CC=1.N1CCCCC1, predict the reaction product. The product is: [C:1]1([C:7]2[S:8][C:9](/[CH:12]=[CH:15]/[C:16]([OH:18])=[O:17])=[CH:10][N:11]=2)[CH:2]=[CH:3][CH:4]=[CH:5][CH:6]=1. (2) Given the reactants [Br:1][C:2]1[CH:7]=[CH:6][C:5]([Cl:8])=[CH:4][C:3]=1[C@H:9]([NH:11][C:12](=[O:18])[O:13][C:14]([CH3:17])([CH3:16])[CH3:15])[CH3:10].CC1OCCC1.[O:25](C(OC(C)(C)C)=O)[C:26]([O:28][C:29]([CH3:32])([CH3:31])[CH3:30])=O, predict the reaction product. The product is: [Br:1][C:2]1[CH:7]=[CH:6][C:5]([Cl:8])=[CH:4][C:3]=1[C@H:9]([N:11]([C:26]([O:28][C:29]([CH3:32])([CH3:31])[CH3:30])=[O:25])[C:12]([O:13][C:14]([CH3:17])([CH3:16])[CH3:15])=[O:18])[CH3:10].